From a dataset of Full USPTO retrosynthesis dataset with 1.9M reactions from patents (1976-2016). Predict the reactants needed to synthesize the given product. (1) The reactants are: [Cl:1][C:2]1[CH:40]=[CH:39][C:5]([CH2:6][N:7]2[C:15]3[C:10](=[N:11][C:12]([C:23]([OH:25])=[O:24])=[N:13][C:14]=3[NH:16][C@@H:17]([CH:19]3[CH2:22][CH2:21][CH2:20]3)[CH3:18])[N:9]=[C:8]2[C:26]2[CH:31]=[C:30]([CH3:32])[CH:29]=[CH:28][C:27]=2[O:33][CH2:34][CH2:35][CH2:36][O:37]C)=[CH:4][CH:3]=1.I[Si](C)(C)C. Given the product [Cl:1][C:2]1[CH:3]=[CH:4][C:5]([CH2:6][N:7]2[C:15]3[C:10](=[N:11][C:12]([C:23]([OH:25])=[O:24])=[N:13][C:14]=3[NH:16][C@@H:17]([CH:19]3[CH2:22][CH2:21][CH2:20]3)[CH3:18])[N:9]=[C:8]2[C:26]2[CH:31]=[C:30]([CH3:32])[CH:29]=[CH:28][C:27]=2[O:33][CH2:34][CH2:35][CH2:36][OH:37])=[CH:39][CH:40]=1, predict the reactants needed to synthesize it. (2) Given the product [CH:27]1([CH2:26][NH:25][N:16]2[C:17]3[C:22](=[CH:21][CH:20]=[CH:19][CH:18]=3)[C:23]([OH:24])=[C:14]([C:8]3[NH:7][C:6]4[S:5][CH:4]=[C:3]([CH2:2][NH:1][S:41]([CH2:38][CH2:39][CH3:40])(=[O:43])=[O:42])[C:11]=4[S:10](=[O:12])(=[O:13])[N:9]=3)[C:15]2=[O:30])[CH2:28][CH2:29]1, predict the reactants needed to synthesize it. The reactants are: [NH2:1][CH2:2][C:3]1[C:11]2[S:10](=[O:13])(=[O:12])[N:9]=[C:8]([C:14]3[C:15](=[O:30])[N:16]([NH:25][CH2:26][CH:27]4[CH2:29][CH2:28]4)[C:17]4[C:22]([C:23]=3[OH:24])=[CH:21][CH:20]=[CH:19][CH:18]=4)[NH:7][C:6]=2[S:5][CH:4]=1.C(N(CC)CC)C.[CH2:38]([S:41](Cl)(=[O:43])=[O:42])[CH2:39][CH3:40]. (3) Given the product [CH2:3]([CH:10]1[C:15]2[N:16]=[CH:17][NH:18][C:14]=2[CH2:13][CH2:12][N:11]1[C:26]([O:28][CH2:29][CH:30]=[CH2:31])=[O:27])[C:4]1[CH:5]=[CH:6][CH:7]=[CH:8][CH:9]=1, predict the reactants needed to synthesize it. The reactants are: Cl.Cl.[CH2:3]([CH:10]1[C:15]2[N:16]=[CH:17][NH:18][C:14]=2[CH2:13][CH2:12][NH:11]1)[C:4]1[CH:9]=[CH:8][CH:7]=[CH:6][CH:5]=1.C([O-])([O-])=O.[K+].[K+].Cl[C:26]([O:28][CH2:29][CH:30]=[CH2:31])=[O:27].[OH-].[Na+].Cl. (4) The reactants are: C(N)(C)(C)C.[Br:6]Br.[OH:8][C:9]1[CH:14]=[CH:13][CH:12]=[CH:11][C:10]=1[CH2:15][C:16]([O:18][CH3:19])=[O:17].O. Given the product [CH3:19][O:18][C:16](=[O:17])[CH2:15][C:10]1[CH:11]=[CH:12][CH:13]=[C:14]([Br:6])[C:9]=1[OH:8], predict the reactants needed to synthesize it. (5) Given the product [CH3:23][O:22][C:19]1[CH:18]=[CH:17][C:16]([C:7]2[C:6]3=[C:24]([OH:25])[CH:2]=[CH:3][CH:4]=[C:5]3[O:9][C:8]=2[C:10]2[CH:15]=[CH:14][CH:13]=[CH:12][CH:11]=2)=[CH:21][CH:20]=1, predict the reactants needed to synthesize it. The reactants are: Br[CH:2]1[C:24](=[O:25])[C:6]2[C:7]([C:16]3[CH:21]=[CH:20][C:19]([O:22][CH3:23])=[CH:18][CH:17]=3)=[C:8]([C:10]3[CH:15]=[CH:14][CH:13]=[CH:12][CH:11]=3)[O:9][C:5]=2[CH2:4][CH2:3]1.C(N(CC)CC)C.Cl. (6) Given the product [C:22]([O:25][C:26](=[O:27])[CH2:20][C:16]1[CH:17]=[CH:18][CH:19]=[C:14]([Br:13])[N:15]=1)([CH3:24])([CH3:23])[CH3:21], predict the reactants needed to synthesize it. The reactants are: C(NC(C)C)(C)C.C([Li])CCC.[Br:13][C:14]1[CH:19]=[CH:18][CH:17]=[C:16]([CH3:20])[N:15]=1.[CH3:21][C:22]([O:25][C:26](O[C:26]([O:25][C:22]([CH3:24])([CH3:23])[CH3:21])=[O:27])=[O:27])([CH3:24])[CH3:23]. (7) Given the product [CH3:1][C:2]1[N:3]([CH2:14][CH2:15][N:16]2[CH2:20][CH2:19][CH2:18][CH2:17]2)[C:4]2[C:9]([CH:10]=1)=[CH:8][C:7]([NH2:11])=[CH:6][CH:5]=2, predict the reactants needed to synthesize it. The reactants are: [CH3:1][C:2]1[N:3]([CH2:14][CH2:15][N:16]2[CH2:20][CH2:19][CH2:18][CH2:17]2)[C:4]2[C:9]([CH:10]=1)=[CH:8][C:7]([N+:11]([O-])=O)=[CH:6][CH:5]=2. (8) Given the product [CH2:1]([O:8][N:9]1[C:15](=[O:16])[N:14]2[CH2:17][C@H:10]1[CH2:11][CH2:12][C@H:13]2[C:18]([NH:21][O:22][CH:23]1[CH2:28][CH2:27][CH2:26][CH2:25][CH2:24]1)=[O:20])[C:2]1[CH:3]=[CH:4][CH:5]=[CH:6][CH:7]=1, predict the reactants needed to synthesize it. The reactants are: [CH2:1]([O:8][N:9]1[C:15](=[O:16])[N:14]2[CH2:17][C@H:10]1[CH2:11][CH2:12][C@H:13]2[C:18]([OH:20])=O)[C:2]1[CH:7]=[CH:6][CH:5]=[CH:4][CH:3]=1.[NH2:21][O:22][CH:23]1[CH2:28][CH2:27][CH2:26][CH2:25][CH2:24]1.ON1C2C=CC=CC=2N=N1.Cl.C(N=C=NCCCN(C)C)C.